From a dataset of Forward reaction prediction with 1.9M reactions from USPTO patents (1976-2016). Predict the product of the given reaction. (1) Given the reactants [O:1]1[C:5]2[CH:6]=[CH:7][CH:8]=[CH:9][C:4]=2[CH:3]=[C:2]1[C:10]([C:12]1[S:13][C:14]2[CH:20]=[CH:19][CH:18]=[CH:17][C:15]=2[N:16]=1)=O.[NH2:21][CH:22]1[CH2:27][CH2:26][N:25]([CH3:28])[CH2:24][CH2:23]1, predict the reaction product. The product is: [O:1]1[C:5]2[CH:6]=[CH:7][CH:8]=[CH:9][C:4]=2[CH:3]=[C:2]1[C:10](=[N:21][CH:22]1[CH2:27][CH2:26][N:25]([CH3:28])[CH2:24][CH2:23]1)[C:12]1[S:13][C:14]2[CH:20]=[CH:19][CH:18]=[CH:17][C:15]=2[N:16]=1. (2) Given the reactants [CH3:1][C:2]([CH3:15])([CH3:14])[CH2:3][NH:4][C:5](=[O:13])[C:6]1[CH:11]=[CH:10][C:9]([OH:12])=[N:8][CH:7]=1.[CH3:16][N:17]([C:21]1[CH:26]=[CH:25][CH:24]=[CH:23][CH:22]=1)[C:18](Cl)=[O:19].N12CCN(CC1)CC2, predict the reaction product. The product is: [CH3:1][C:2]([CH3:15])([CH3:14])[CH2:3][NH:4][C:5]([C:6]1[CH:11]=[CH:10][C:9]([O:12][C:18](=[O:19])[N:17]([CH3:16])[C:21]2[CH:26]=[CH:25][CH:24]=[CH:23][CH:22]=2)=[N:8][CH:7]=1)=[O:13]. (3) Given the reactants C([O:3][C:4](=[O:31])[CH:5]([C:7]1[CH:12]=[CH:11][C:10]([NH:13][C:14]([C:16]2[NH:17][C:18]([C:21]#[N:22])=[CH:19][N:20]=2)=[O:15])=[C:9]([C:23]2[CH2:28][CH2:27][C:26]([CH3:30])([CH3:29])[CH2:25][CH:24]=2)[CH:8]=1)[OH:6])C.[OH-].[K+].C(O)(C(F)(F)F)=O, predict the reaction product. The product is: [C:21]([C:18]1[NH:17][C:16]([C:14]([NH:13][C:10]2[CH:11]=[CH:12][C:7]([CH:5]([OH:6])[C:4]([OH:31])=[O:3])=[CH:8][C:9]=2[C:23]2[CH2:28][CH2:27][C:26]([CH3:30])([CH3:29])[CH2:25][CH:24]=2)=[O:15])=[N:20][CH:19]=1)#[N:22]. (4) Given the reactants [CH3:1][C@@H:2]1[CH2:7][CH2:6][C@H:5]([O:8][C:9]2[C:10]([C:22]([F:25])([F:24])[F:23])=[C:11]3[C:16](=[CH:17][CH:18]=2)[CH:15]=[C:14](B(O)O)[CH:13]=[CH:12]3)[CH2:4][CH2:3]1.[CH3:26][O:27][C:28]([CH:30]1[CH2:35][CH2:34][NH:33][CH2:32][CH2:31]1)=[O:29].O.[C:37]([OH:41])(=[O:40])[CH:38]=O, predict the reaction product. The product is: [CH3:26][O:27][C:28]([CH:30]1[CH2:35][CH2:34][N:33]([CH:38]([C:14]2[CH:13]=[CH:12][C:11]3[C:16](=[CH:17][CH:18]=[C:9]([O:8][C@H:5]4[CH2:6][CH2:7][C@@H:2]([CH3:1])[CH2:3][CH2:4]4)[C:10]=3[C:22]([F:23])([F:25])[F:24])[CH:15]=2)[C:37]([OH:41])=[O:40])[CH2:32][CH2:31]1)=[O:29]. (5) Given the reactants [C:1](=O)([O-])O.[Na+].[Cl:6][C:7]1[CH:8]=[C:9]([N:19]2[C:24](=[O:25])[C:23]3[CH:26]=[CH:27][NH:28][C:22]=3[NH:21][C:20]2=[S:29])[CH:10]=[CH:11][C:12]=1[O:13][CH2:14][C:15]([F:18])([F:17])[F:16].IC, predict the reaction product. The product is: [Cl:6][C:7]1[CH:8]=[C:9]([N:19]2[C:24](=[O:25])[C:23]3[CH:26]=[CH:27][NH:28][C:22]=3[N:21]=[C:20]2[S:29][CH3:1])[CH:10]=[CH:11][C:12]=1[O:13][CH2:14][C:15]([F:16])([F:17])[F:18]. (6) Given the reactants [C:1]([O:4][C@H:5]1[C@H:10]([O:11][C:12](=[O:14])[CH3:13])[C@@H:9]([O:15][C:16](=[O:18])[CH3:17])[C@H:8]([C:19]2[CH:24]=[CH:23][C:22]([Cl:25])=[C:21]([CH2:26][C:27]3[CH:32]=[CH:31][C:30]([OH:33])=[CH:29][CH:28]=3)[CH:20]=2)[O:7][C@@H:6]1[CH2:34][O:35][C:36](=[O:38])[CH3:37])(=[O:3])[CH3:2].Br[CH2:40][CH2:41][O:42][Si:43]([C:46]([CH3:49])([CH3:48])[CH3:47])([CH3:45])[CH3:44].C(=O)([O-])[O-].[Cs+].[Cs+], predict the reaction product. The product is: [C:1]([O:4][C@H:5]1[C@H:10]([O:11][C:12](=[O:14])[CH3:13])[C@@H:9]([O:15][C:16](=[O:18])[CH3:17])[C@H:8]([C:19]2[CH:24]=[CH:23][C:22]([Cl:25])=[C:21]([CH2:26][C:27]3[CH:28]=[CH:29][C:30]([O:33][CH2:40][CH2:41][O:42][Si:43]([C:46]([CH3:49])([CH3:48])[CH3:47])([CH3:45])[CH3:44])=[CH:31][CH:32]=3)[CH:20]=2)[O:7][C@@H:6]1[CH2:34][O:35][C:36](=[O:38])[CH3:37])(=[O:3])[CH3:2]. (7) Given the reactants Br[C:2]1[CH:7]=[CH:6][C:5]2[C:8]3[CH2:9][N:10]([C:15]([O:17][C:18]([CH3:21])([CH3:20])[CH3:19])=[O:16])[CH2:11][CH2:12][C:13]=3[O:14][C:4]=2[CH:3]=1.[Cl:22][C:23]1[CH:28]=[C:27]([O:29][CH3:30])[CH:26]=[CH:25][C:24]=1[C:31]1[CH:36]=[CH:35][NH:34][C:33](=[O:37])[CH:32]=1, predict the reaction product. The product is: [Cl:22][C:23]1[CH:28]=[C:27]([O:29][CH3:30])[CH:26]=[CH:25][C:24]=1[C:31]1[CH:36]=[CH:35][N:34]([C:2]2[CH:7]=[CH:6][C:5]3[C:8]4[CH2:9][N:10]([C:15]([O:17][C:18]([CH3:21])([CH3:20])[CH3:19])=[O:16])[CH2:11][CH2:12][C:13]=4[O:14][C:4]=3[CH:3]=2)[C:33](=[O:37])[CH:32]=1. (8) Given the reactants [N:1]1([CH2:10][C:11]([N:13]([O:15][CH3:16])[CH3:14])=[O:12])[C:5]2[CH:6]=[CH:7][CH:8]=[CH:9][C:4]=2[N:3]=[N:2]1.C[Si]([N-][Si](C)(C)C)(C)C.[Li+].[Cl:27][C:28]1[CH:35]=[CH:34][C:31]([CH2:32]Br)=[CH:30][CH:29]=1, predict the reaction product. The product is: [N:1]1([CH:10]([CH2:32][C:31]2[CH:34]=[CH:35][C:28]([Cl:27])=[CH:29][CH:30]=2)[C:11]([N:13]([O:15][CH3:16])[CH3:14])=[O:12])[C:5]2[CH:6]=[CH:7][CH:8]=[CH:9][C:4]=2[N:3]=[N:2]1. (9) Given the reactants C(N(CC)CC)C.F[C:9](F)(F)[C:10](O)=[O:11].[NH2:15][CH:16]1[C:24]2[C:19](=[CH:20][CH:21]=[CH:22][CH:23]=2)[CH2:18][CH:17]1[NH:25][C:26]([C:28]1[NH:32][C:31]2[C:33]([Cl:37])=[C:34]([Cl:36])[S:35][C:30]=2[CH:29]=1)=[O:27].C(Cl)(=O)C, predict the reaction product. The product is: [C:10]([NH:15][CH:16]1[C:24]2[C:19](=[CH:20][CH:21]=[CH:22][CH:23]=2)[CH2:18][CH:17]1[NH:25][C:26]([C:28]1[NH:32][C:31]2[C:33]([Cl:37])=[C:34]([Cl:36])[S:35][C:30]=2[CH:29]=1)=[O:27])(=[O:11])[CH3:9]. (10) Given the reactants [F:1][C:2]([F:40])([F:39])[C:3]1[CH:16]=[CH:15][C:6]([CH2:7][NH:8][S:9]([C:11]([CH3:14])([CH3:13])[CH3:12])=[O:10])=[CH:5][C:4]=1[NH:17][C:18]1[N:22]([CH3:23])[C:21]2[CH:24]=[C:25]([N:29]3[CH2:34][CH2:33][CH:32]([C:35]([F:38])([F:37])[F:36])[CH2:31][CH2:30]3)[C:26]([Cl:28])=[CH:27][C:20]=2[N:19]=1.ClC1C=C(C=CC=1)C(OO)=[O:46].C(Cl)(Cl)Cl.P(Br)(Br)Br, predict the reaction product. The product is: [F:40][C:2]([F:1])([F:39])[C:3]1[CH:16]=[CH:15][C:6]([CH2:7][NH:8][S:9]([C:11]([CH3:12])([CH3:14])[CH3:13])(=[O:46])=[O:10])=[CH:5][C:4]=1[NH:17][C:18]1[N:22]([CH3:23])[C:21]2[CH:24]=[C:25]([N:29]3[CH2:30][CH2:31][CH:32]([C:35]([F:37])([F:36])[F:38])[CH2:33][CH2:34]3)[C:26]([Cl:28])=[CH:27][C:20]=2[N:19]=1.